From a dataset of Full USPTO retrosynthesis dataset with 1.9M reactions from patents (1976-2016). Predict the reactants needed to synthesize the given product. (1) Given the product [Cl:1][C:2]1[CH:7]=[CH:6][CH:5]=[CH:4][C:3]=1[S:8]([N:11]1[CH2:30][CH2:29][C:14]2([C:18](=[O:19])[N:17]([C:20]3[CH:21]=[CH:22][C:23]([CH2:24][OH:25])=[CH:27][CH:28]=3)[CH2:16][CH2:15]2)[CH2:13][CH2:12]1)(=[O:10])=[O:9], predict the reactants needed to synthesize it. The reactants are: [Cl:1][C:2]1[CH:7]=[CH:6][CH:5]=[CH:4][C:3]=1[S:8]([N:11]1[CH2:30][CH2:29][C:14]2([C:18](=[O:19])[N:17]([C:20]3[CH:28]=[CH:27][C:23]([C:24](O)=[O:25])=[CH:22][CH:21]=3)[CH2:16][CH2:15]2)[CH2:13][CH2:12]1)(=[O:10])=[O:9].Cl. (2) The reactants are: [Cl:1][C:2]1[C:7]([Cl:8])=[CH:6][C:5]([NH:9][CH2:10][C:11]([O:13]CC)=[O:12])=[C:4]([OH:16])[CH:3]=1.O1CCCC1.O[Li].O.Cl. Given the product [Cl:1][C:2]1[C:7]([Cl:8])=[CH:6][C:5]([NH:9][CH2:10][C:11]([OH:13])=[O:12])=[C:4]([OH:16])[CH:3]=1, predict the reactants needed to synthesize it.